From a dataset of Peptide-MHC class I binding affinity with 185,985 pairs from IEDB/IMGT. Regression. Given a peptide amino acid sequence and an MHC pseudo amino acid sequence, predict their binding affinity value. This is MHC class I binding data. (1) The peptide sequence is ITIPIGLYL. The MHC is HLA-B08:01 with pseudo-sequence HLA-B08:01. The binding affinity (normalized) is 0.0847. (2) The peptide sequence is YGPKVDIW. The MHC is Mamu-B3901 with pseudo-sequence Mamu-B3901. The binding affinity (normalized) is 0.00301. (3) The peptide sequence is MEAQFLYLYA. The MHC is HLA-B40:01 with pseudo-sequence HLA-B40:01. The binding affinity (normalized) is 0.329. (4) The peptide sequence is TFMIITSTK. The MHC is HLA-A02:02 with pseudo-sequence HLA-A02:02. The binding affinity (normalized) is 0. (5) The peptide sequence is NHINTELSL. The MHC is Mamu-A07 with pseudo-sequence Mamu-A07. The binding affinity (normalized) is 0.903. (6) The peptide sequence is LSTYAVRITWY. The MHC is Mamu-B17 with pseudo-sequence Mamu-B17. The binding affinity (normalized) is 0.0298. (7) The peptide sequence is WAKRRPATF. The MHC is HLA-B08:01 with pseudo-sequence HLA-B08:01. The binding affinity (normalized) is 0.851. (8) The peptide sequence is FLTSLLILV. The MHC is HLA-A02:01 with pseudo-sequence HLA-A02:01. The binding affinity (normalized) is 0.991. (9) The peptide sequence is IRKVEWPDL. The MHC is HLA-B40:01 with pseudo-sequence HLA-B40:01. The binding affinity (normalized) is 0.0847.